Dataset: Forward reaction prediction with 1.9M reactions from USPTO patents (1976-2016). Task: Predict the product of the given reaction. (1) Given the reactants [CH3:1][C:2]1[CH:7]=[CH:6][CH:5]=[C:4]([CH3:8])[C:3]=1[N:9]=[C:10]=[O:11].Cl[C:13]1[CH:18]=[CH:17][CH:16]=[C:15]([CH3:19])[C:14]=1N=C=O.[CH:23]1[CH:28]=[CH:27][C:26]([C@H:29]([NH:33][C:34]([O:36]CC2C3C(=CC=CC=3)C3C2=CC=CC=3)=O)[C:30]([OH:32])=[O:31])=[CH:25][CH:24]=1.C1CC[CH:54]([C@H:57]([NH:61]C(OCC2C3C(=CC=CC=3)C3C2=CC=CC=3)=O)[C:58](O)=O)CC1, predict the reaction product. The product is: [CH3:8][C:4]1[CH:5]=[CH:6][CH:7]=[C:2]([CH3:1])[C:3]=1[NH:9][C:10]([NH:61][C:57]1[C:54]([C:34]([NH:33][CH:29]([C:26]2[CH:25]=[CH:24][CH:23]=[CH:28][CH:27]=2)[C:30]([OH:32])=[O:31])=[O:36])=[CH:19][C:15]2[C:14]([CH:58]=1)=[CH:13][CH:18]=[CH:17][CH:16]=2)=[O:11]. (2) Given the reactants [CH2:1]([O:3][C:4]1[CH:5]=[C:6]([C:13]2[O:17][N:16]=[C:15]([C:18]3[CH:19]=[C:20]4[C:24](=[CH:25][CH:26]=3)[CH2:23][N:22](C(OC(C)(C)C)=O)[CH2:21]4)[N:14]=2)[CH:7]=[CH:8][C:9]=1[O:10][CH2:11][CH3:12])[CH3:2].[CH:34]([C:36]1([NH:44][C:45](=[O:51])[O:46][C:47]([CH3:50])([CH3:49])[CH3:48])[CH2:41][O:40][C:39]([CH3:43])([CH3:42])[O:38][CH2:37]1)=O.[BH-](OC(C)=O)(OC(C)=O)OC(C)=O.[Na+].ClCCCl, predict the reaction product. The product is: [CH2:1]([O:3][C:4]1[CH:5]=[C:6]([C:13]2[O:17][N:16]=[C:15]([C:18]3[CH:19]=[C:20]4[C:24](=[CH:25][CH:26]=3)[CH2:23][N:22]([CH2:34][C:36]3([NH:44][C:45](=[O:51])[O:46][C:47]([CH3:50])([CH3:49])[CH3:48])[CH2:41][O:40][C:39]([CH3:42])([CH3:43])[O:38][CH2:37]3)[CH2:21]4)[N:14]=2)[CH:7]=[CH:8][C:9]=1[O:10][CH2:11][CH3:12])[CH3:2]. (3) Given the reactants [Si:1]([O:18][CH2:19][C@H:20]1[N:25]([C:26]([O:28][C:29]([CH3:32])([CH3:31])[CH3:30])=[O:27])[CH2:24][C@@H:23]([CH:33]([F:44])[CH2:34][C:35]2[CH:40]=[CH:39][CH:38]=[CH:37][C:36]=2[N+:41]([O-])=O)[O:22][CH2:21]1)([C:14]([CH3:17])([CH3:16])[CH3:15])([C:8]1[CH:13]=[CH:12][CH:11]=[CH:10][CH:9]=1)[C:2]1[CH:7]=[CH:6][CH:5]=[CH:4][CH:3]=1.C1COCC1.CO.O, predict the reaction product. The product is: [NH2:41][C:36]1[CH:37]=[CH:38][CH:39]=[CH:40][C:35]=1[CH2:34][CH:33]([C@H:23]1[O:22][CH2:21][C@@H:20]([CH2:19][O:18][Si:1]([C:14]([CH3:17])([CH3:15])[CH3:16])([C:2]2[CH:3]=[CH:4][CH:5]=[CH:6][CH:7]=2)[C:8]2[CH:13]=[CH:12][CH:11]=[CH:10][CH:9]=2)[N:25]([C:26]([O:28][C:29]([CH3:32])([CH3:31])[CH3:30])=[O:27])[CH2:24]1)[F:44]. (4) Given the reactants [CH3:1][O:2][CH2:3][C@@H:4]([O:6][C:7]1[CH:8]=[C:9]([C:24]2[NH:28][N:27]=[C:26]([O:29][CH2:30][C:31]([OH:33])=O)[CH:25]=2)[CH:10]=[C:11]([O:13][C:14]2[CH:19]=[CH:18][C:17]([S:20]([CH3:23])(=[O:22])=[O:21])=[CH:16][CH:15]=2)[CH:12]=1)[CH3:5].Cl.[CH2:35]([NH2:37])[CH3:36].Cl.CN(C)CCCN=C=NCC.ON1C2C=CC=CC=2N=N1, predict the reaction product. The product is: [CH2:35]([NH:37][C:31](=[O:33])[CH2:30][O:29][C:26]1[CH:25]=[C:24]([C:9]2[CH:10]=[C:11]([O:13][C:14]3[CH:15]=[CH:16][C:17]([S:20]([CH3:23])(=[O:21])=[O:22])=[CH:18][CH:19]=3)[CH:12]=[C:7]([O:6][C@@H:4]([CH3:5])[CH2:3][O:2][CH3:1])[CH:8]=2)[NH:28][N:27]=1)[CH3:36]. (5) The product is: [CH2:12]([CH:14]1[CH2:19][CH2:18][CH2:17][CH2:16][N:15]1[C:2]1[CH:3]=[C:4]([C:10]#[N:11])[C:5](=[CH:8][CH:9]=1)[C:6]#[N:7])[CH3:13]. Given the reactants F[C:2]1[CH:3]=[C:4]([C:10]#[N:11])[C:5](=[CH:8][CH:9]=1)[C:6]#[N:7].[CH2:12]([CH:14]1[CH2:19][CH2:18][CH2:17][CH2:16][NH:15]1)[CH3:13], predict the reaction product. (6) Given the reactants [Cl:1][C:2]1[CH:3]=[C:4]([C:24]2([C:30]([O:32]CC)=[O:31])[CH2:29][CH2:28][CH2:27][CH2:26][CH2:25]2)[CH:5]=[C:6]([C:14]2[CH:19]=[CH:18][C:17]([C:20]([F:23])([F:22])[F:21])=[CH:16][CH:15]=2)[C:7]=1[O:8][CH2:9][C:10]([F:13])([F:12])[F:11].O.[OH-].[Li+], predict the reaction product. The product is: [Cl:1][C:2]1[CH:3]=[C:4]([C:24]2([C:30]([OH:32])=[O:31])[CH2:25][CH2:26][CH2:27][CH2:28][CH2:29]2)[CH:5]=[C:6]([C:14]2[CH:15]=[CH:16][C:17]([C:20]([F:21])([F:22])[F:23])=[CH:18][CH:19]=2)[C:7]=1[O:8][CH2:9][C:10]([F:12])([F:13])[F:11]. (7) Given the reactants N[C:2]1[CH:7]=[CH:6][N:5]=[C:4]([N:8]2[CH2:13][CH2:12][NH:11][CH2:10][CH2:9]2)[CH:3]=1.N([O-])=O.[Na+].[OH-].[K+].[BrH:20], predict the reaction product. The product is: [Br:20][C:2]1[CH:7]=[CH:6][N:5]=[C:4]([N:8]2[CH2:13][CH2:12][NH:11][CH2:10][CH2:9]2)[CH:3]=1. (8) Given the reactants FC(F)(F)C(O)=O.[F:8][C:9]1[CH:10]=[C:11]([NH:15][C:16](=[O:31])[CH2:17][N:18]2[CH:22]=[C:21]([NH:23]C(=O)OC(C)(C)C)[N:20]=[N:19]2)[CH:12]=[CH:13][CH:14]=1, predict the reaction product. The product is: [NH2:23][C:21]1[N:20]=[N:19][N:18]([CH2:17][C:16]([NH:15][C:11]2[CH:12]=[CH:13][CH:14]=[C:9]([F:8])[CH:10]=2)=[O:31])[CH:22]=1.